Dataset: Peptide-MHC class I binding affinity with 185,985 pairs from IEDB/IMGT. Task: Regression. Given a peptide amino acid sequence and an MHC pseudo amino acid sequence, predict their binding affinity value. This is MHC class I binding data. (1) The peptide sequence is LPLKMLNIPSINVH. The MHC is HLA-A03:01 with pseudo-sequence HLA-A03:01. The binding affinity (normalized) is 0.0847. (2) The peptide sequence is RQAGFLGLG. The MHC is Mamu-A20102 with pseudo-sequence Mamu-A20102. The binding affinity (normalized) is 0. (3) The peptide sequence is GTFEFTSFF. The MHC is HLA-B15:42 with pseudo-sequence HLA-B15:42. The binding affinity (normalized) is 0.213.